From a dataset of Catalyst prediction with 721,799 reactions and 888 catalyst types from USPTO. Predict which catalyst facilitates the given reaction. (1) Reactant: [H-].C([Al+]CC(C)C)C(C)C.[CH2:11]([O:13][C:14](=[O:27])[C:15]([CH3:26])([CH2:21][CH2:22][CH:23]([CH3:25])[CH3:24])[C:16](OCC)=[O:17])[CH3:12]. Product: [CH2:11]([O:13][C:14](=[O:27])[C:15]([CH:16]=[O:17])([CH3:26])[CH2:21][CH2:22][CH:23]([CH3:24])[CH3:25])[CH3:12]. The catalyst class is: 451. (2) Reactant: [CH3:1][C:2]1[CH:7]=[CH:6][C:5]([O-:8])=[CH:4][CH:3]=1.[K+].Cl[CH2:11][C:12]([C:14]1[CH:19]=[C:18]([CH:20]([CH3:22])[CH3:21])[C:17]([OH:23])=[C:16]([CH:24]([CH3:26])[CH3:25])[CH:15]=1)=[O:13].Cl. Product: [OH:23][C:17]1[C:18]([CH:20]([CH3:22])[CH3:21])=[CH:19][C:14]([C:12](=[O:13])[CH2:11][O:8][C:5]2[CH:6]=[CH:7][C:2]([CH3:1])=[CH:3][CH:4]=2)=[CH:15][C:16]=1[CH:24]([CH3:26])[CH3:25]. The catalyst class is: 9. (3) Reactant: [OH:1][CH2:2][CH2:3][NH:4][C:5]([C:7]1[C:8]2[S:16][CH:15]=[C:14]([CH2:17][O:18][C:19]3[CH:24]=[C:23]([C:25]4[N:26]=[N:27][N:28]([CH2:30][C:31]5[CH:36]=[CH:35][C:34]([Cl:37])=[CH:33][CH:32]=5)[CH:29]=4)[CH:22]=[CH:21][C:20]=3[CH3:38])[C:9]=2[C:10]([NH2:13])=[N:11][CH:12]=1)=[O:6].O.[C:40]1([CH3:50])[CH:45]=[CH:44][C:43]([S:46]([OH:49])(=[O:48])=[O:47])=[CH:42][CH:41]=1. Product: [C:40]1([CH3:50])[CH:41]=[CH:42][C:43]([S:46]([OH:49])(=[O:47])=[O:48])=[CH:44][CH:45]=1.[OH:1][CH2:2][CH2:3][NH:4][C:5]([C:7]1[C:8]2[S:16][CH:15]=[C:14]([CH2:17][O:18][C:19]3[CH:24]=[C:23]([C:25]4[N:26]=[N:27][N:28]([CH2:30][C:31]5[CH:32]=[CH:33][C:34]([Cl:37])=[CH:35][CH:36]=5)[CH:29]=4)[CH:22]=[CH:21][C:20]=3[CH3:38])[C:9]=2[C:10]([NH2:13])=[N:11][CH:12]=1)=[O:6]. The catalyst class is: 5. (4) Reactant: CS(O)(=O)=O.O=P12OP3(OP(OP(O3)(O1)=O)(=O)O2)=O.[CH3:20][O:21][C:22]1[CH:27]=[CH:26][C:25]([CH2:28][C:29]([OH:31])=O)=[CH:24][C:23]=1[CH3:32].[CH3:33][C:34]1[CH:35]=[C:36]([C:39]2[CH:44]=[CH:43][C:42]([C:45]([F:48])([F:47])[F:46])=[CH:41][CH:40]=2)[S:37][CH:38]=1.C([O-])(O)=O.[Na+]. Product: [CH3:20][O:21][C:22]1[CH:27]=[CH:26][C:25]([CH2:28][C:29]([C:38]2[S:37][C:36]([C:39]3[CH:40]=[CH:41][C:42]([C:45]([F:46])([F:48])[F:47])=[CH:43][CH:44]=3)=[CH:35][C:34]=2[CH3:33])=[O:31])=[CH:24][C:23]=1[CH3:32]. The catalyst class is: 6. (5) Reactant: [Cl:1][C:2]1[CH:3]=[C:4]([CH:6]=[CH:7][C:8]=1[O:9][C:10]1[C:11]2[N:18]([CH3:19])[CH:17]=[CH:16][C:12]=2[N:13]=[CH:14][N:15]=1)[NH2:5].C(N(CC)CC)C.[F:27][C:28]([F:39])([F:38])[C:29]1[CH:30]=[C:31]([N:35]=[C:36]=[O:37])[CH:32]=[CH:33][CH:34]=1. Product: [Cl:1][C:2]1[CH:3]=[C:4]([NH:5][C:36]([NH:35][C:31]2[CH:32]=[CH:33][CH:34]=[C:29]([C:28]([F:27])([F:38])[F:39])[CH:30]=2)=[O:37])[CH:6]=[CH:7][C:8]=1[O:9][C:10]1[C:11]2[N:18]([CH3:19])[CH:17]=[CH:16][C:12]=2[N:13]=[CH:14][N:15]=1. The catalyst class is: 7. (6) Reactant: [Br:1][C:2]1[C:3]([NH2:8])=[N:4][CH:5]=[CH:6][CH:7]=1.Br[CH2:10][C:11](=O)[CH2:12][C:13]1[CH:18]=[CH:17][CH:16]=[C:15]([C:19]([F:22])([F:21])[F:20])[CH:14]=1.C(=O)(O)[O-].[Na+].O. Product: [Br:1][C:2]1[C:3]2[N:4]([CH:10]=[C:11]([CH2:12][C:13]3[CH:18]=[CH:17][CH:16]=[C:15]([C:19]([F:20])([F:21])[F:22])[CH:14]=3)[N:8]=2)[CH:5]=[CH:6][CH:7]=1. The catalyst class is: 8. (7) Reactant: [Cl-].[CH2:2]([N+:6]1[CH2:10][CH2:9][N:8]([CH2:11][CH2:12][CH2:13][Si:14]([O:21][CH2:22][CH3:23])([O:18][CH2:19][CH3:20])[O:15][CH2:16][CH3:17])[CH:7]=1)[CH2:3][CH2:4][CH3:5].[F:24][B-:25]([F:28])([F:27])[F:26].[Na+]. Product: [F:24][B-:25]([F:28])([F:27])[F:26].[CH2:2]([N+:6]1[CH2:10][CH2:9][N:8]([CH2:11][CH2:12][CH2:13][Si:14]([O:21][CH2:22][CH3:23])([O:18][CH2:19][CH3:20])[O:15][CH2:16][CH3:17])[CH:7]=1)[CH2:3][CH2:4][CH3:5]. The catalyst class is: 10. (8) Reactant: [F:1][C:2]1[CH:7]=[CH:6][C:5]([OH:8])=[C:4]([S:9]([N:12]2[CH2:17][CH2:16][O:15][CH2:14][CH2:13]2)(=[O:11])=[O:10])[CH:3]=1.[O:18](S(C(F)(F)F)(=O)=O)[S:19]([C:22]([F:25])([F:24])[F:23])(=O)=[O:20]. Product: [F:1][C:2]1[CH:7]=[CH:6][C:5]([O:8][S:19]([C:22]([F:25])([F:24])[F:23])(=[O:20])=[O:18])=[C:4]([S:9]([N:12]2[CH2:13][CH2:14][O:15][CH2:16][CH2:17]2)(=[O:10])=[O:11])[CH:3]=1. The catalyst class is: 79. (9) Reactant: [CH3:1][C:2]1[CH:7]=[C:6]([O:8][CH2:9][CH2:10][CH2:11][S:12]([CH3:15])(=[O:14])=[O:13])[CH:5]=[C:4]([CH3:16])[C:3]=1[C:17]1[CH:22]=[CH:21][CH:20]=[C:19]([CH:23]=O)[CH:18]=1.[CH3:25][C:26]1([CH3:40])[C:30]([CH3:32])([CH3:31])[O:29][B:28]([C:33]2[CH:39]=[CH:38][C:36]([NH2:37])=[CH:35][CH:34]=2)[O:27]1.C(O[BH-](OC(=O)C)OC(=O)C)(=O)C.[Na+].O. Product: [CH3:16][C:4]1[CH:5]=[C:6]([O:8][CH2:9][CH2:10][CH2:11][S:12]([CH3:15])(=[O:13])=[O:14])[CH:7]=[C:2]([CH3:1])[C:3]=1[C:17]1[CH:22]=[CH:21][CH:20]=[C:19]([CH2:23][NH:37][C:36]2[CH:38]=[CH:39][C:33]([B:28]3[O:27][C:26]([CH3:40])([CH3:25])[C:30]([CH3:31])([CH3:32])[O:29]3)=[CH:34][CH:35]=2)[CH:18]=1. The catalyst class is: 2.